From a dataset of Full USPTO retrosynthesis dataset with 1.9M reactions from patents (1976-2016). Predict the reactants needed to synthesize the given product. (1) Given the product [CH2:1]([C:3]1[C:7]([C:8]([NH:45][C@H:40]2[C:41]3[C:36](=[C:35]([O:34][CH3:33])[CH:44]=[CH:43][CH:42]=3)[CH2:37][CH2:38][CH2:39]2)=[O:10])=[CH:6][O:5][N:4]=1)[CH3:2], predict the reactants needed to synthesize it. The reactants are: [CH2:1]([C:3]1[C:7]([C:8]([OH:10])=O)=[CH:6][O:5][N:4]=1)[CH3:2].C1C=CC2N(O)N=NC=2C=1.CCN=C=NCCCN(C)C.Cl.[CH3:33][O:34][C:35]1[CH:44]=[CH:43][CH:42]=[C:41]2[C:36]=1[CH2:37][CH2:38][CH2:39][C@H:40]2[NH2:45]. (2) The reactants are: Cl[C:2]1[CH2:7][CH2:6][N:5]([S:8]([C:11]2[CH:16]=[CH:15][C:14]([CH3:17])=[CH:13][CH:12]=2)(=[O:10])=[O:9])[CH2:4][C:3]=1[CH:18]=O.C([O-])([O-])=O.[Na+].[Na+].Cl.[NH:27]([CH2:29][C:30]([OH:32])=[O:31])[CH3:28].[C:33](O[K])(C)(C)[CH3:34]. Given the product [CH3:28][N:27]1[C:2]2[CH2:7][CH2:6][N:5]([S:8]([C:11]3[CH:12]=[CH:13][C:14]([CH3:17])=[CH:15][CH:16]=3)(=[O:9])=[O:10])[CH2:4][C:3]=2[CH:18]=[C:29]1[C:30]([O:32][CH2:33][CH3:34])=[O:31], predict the reactants needed to synthesize it. (3) Given the product [CH2:1]([O:3][C:4]([C:6]1[NH:7][C:8]2[C:13]([CH:14]=1)=[CH:12][C:11]([C:23]1[CH:24]=[CH:25][C:20]([O:19][CH:16]([CH3:18])[CH3:17])=[CH:21][CH:22]=1)=[CH:10][CH:9]=2)=[O:5])[CH3:2], predict the reactants needed to synthesize it. The reactants are: [CH2:1]([O:3][C:4]([C:6]1[NH:7][C:8]2[C:13]([CH:14]=1)=[CH:12][C:11](Br)=[CH:10][CH:9]=2)=[O:5])[CH3:2].[CH:16]([O:19][C:20]1[CH:25]=[CH:24][C:23](B(O)O)=[CH:22][CH:21]=1)([CH3:18])[CH3:17].